This data is from Full USPTO retrosynthesis dataset with 1.9M reactions from patents (1976-2016). The task is: Predict the reactants needed to synthesize the given product. (1) Given the product [CH3:30][S:31]([N:1]([C:2]1[CH:7]=[CH:6][CH:5]=[CH:4][CH:3]=1)[CH2:8][C:9]([NH:11][C:12]1[CH:17]=[CH:16][C:15]([C:18]2[CH:19]=[CH:20][N:21]=[CH:22][CH:23]=2)=[CH:14][CH:13]=1)=[O:10])(=[O:33])=[O:32], predict the reactants needed to synthesize it. The reactants are: [NH:1]([CH2:8][C:9]([NH:11][C:12]1[CH:17]=[CH:16][C:15]([C:18]2[CH:23]=[CH:22][N:21]=[CH:20][CH:19]=2)=[CH:14][CH:13]=1)=[O:10])[C:2]1[CH:7]=[CH:6][CH:5]=[CH:4][CH:3]=1.N1C=CC=CC=1.[CH3:30][S:31](Cl)(=[O:33])=[O:32].O. (2) The reactants are: [Cl:1][C:2]1[CH:3]=[C:4]([N:8]2[CH2:13][CH2:12][N:11]([C:14](=O)[CH2:15][CH2:16][N:17]3[C:25](=[O:26])[N:20]4[CH:21]=[CH:22][CH:23]=[CH:24][C:19]4=[N:18]3)[CH2:10][CH2:9]2)[CH:5]=[CH:6][CH:7]=1.[H-].[Al+3].[Li+].[H-].[H-].[H-].O.[OH-].[Na+]. Given the product [Cl:1][C:2]1[CH:3]=[C:4]([N:8]2[CH2:9][CH2:10][N:11]([CH2:14][CH2:15][CH2:16][N:17]3[C:25](=[O:26])[N:20]4[CH:21]=[CH:22][CH:23]=[CH:24][C:19]4=[N:18]3)[CH2:12][CH2:13]2)[CH:5]=[CH:6][CH:7]=1, predict the reactants needed to synthesize it. (3) Given the product [CH2:1]([O:3][C:4]([C:6]1[C:7]([OH:25])=[C:8]2[C:14]([Br:15])=[C:13]([Br:16])[N:12]([C:17]3[CH:22]=[CH:21][C:20]([O:23][CH3:24])=[CH:19][CH:18]=3)[C:9]2=[C:10]([Br:33])[N:11]=1)=[O:5])[CH3:2], predict the reactants needed to synthesize it. The reactants are: [CH2:1]([O:3][C:4]([C:6]1[C:7]([OH:25])=[C:8]2[C:14]([Br:15])=[C:13]([Br:16])[N:12]([C:17]3[CH:22]=[CH:21][C:20]([O:23][CH3:24])=[CH:19][CH:18]=3)[C:9]2=[CH:10][N:11]=1)=[O:5])[CH3:2].C1C(=O)N([Br:33])C(=O)C1. (4) The reactants are: [CH3:1][CH:2]([C:4]1[N:8]([CH2:9][CH2:10][C@@H:11]([OH:19])[CH2:12][C@@H:13]([OH:18])[CH2:14][C:15]([OH:17])=[O:16])[C:7]([C:20]2[CH:21]=[CH:22][C:23]([F:26])=[CH:24][CH:25]=2)=[C:6]([C:27]2[CH:28]=[CH:29][CH:30]=[CH:31][CH:32]=2)[C:5]=1[C:33]([NH:35][C:36]1[CH:37]=[CH:38][CH:39]=[CH:40][CH:41]=1)=[O:34])[CH3:3].[OH-:42].[NH4+:43].[OH2:44]. Given the product [CH3:3][CH:2]([C:4]1[N:8]([CH2:9][CH2:10][C@@H:11]([OH:19])[CH2:12][C@@H:13]([OH:18])[CH2:14][C:15]([OH:17])=[O:16])[C:7]([C:20]2[CH:25]=[CH:24][C:23]([F:26])=[CH:22][CH:21]=2)=[C:6]([C:27]2[CH:32]=[CH:31][CH:30]=[CH:29][CH:28]=2)[C:5]=1[C:33]([NH:35][C:36]1[CH:41]=[CH:40][CH:39]=[CH:38][CH:37]=1)=[O:34])[CH3:1].[NH4+:43].[F:26][C:23]1[CH:22]=[CH:21][C:20]([C:7]2[N:8]([CH2:9][CH2:10][CH2:11][CH2:12][CH2:13][CH2:14][C:15]([O-:17])=[O:16])[C:4]([CH:2]([CH3:3])[CH3:1])=[C:5]([C:33]([NH:35][C:36]3[CH:37]=[CH:38][CH:39]=[CH:40][CH:41]=3)=[O:34])[C:6]=2[CH:27]2[C:28]([OH:44])([OH:42])[CH:29]=[CH:30][CH:31]=[CH:32]2)=[CH:25][CH:24]=1, predict the reactants needed to synthesize it. (5) Given the product [CH3:12][N:11]1[CH2:10][CH2:9][N:8]([C:13]2[C:22]3[CH:21]=[C:20]([CH3:23])[S:19][C:18]=3[NH:17][C:16]3[CH:24]=[CH:25][CH:26]=[CH:27][C:15]=3[N:14]=2)[CH2:7][C@@H:6]1[CH2:5][O:4][CH2:1][CH2:2][CH3:3], predict the reactants needed to synthesize it. The reactants are: [CH2:1]([O:4][CH2:5][C@@H:6]1[N:11]([CH3:12])[CH2:10][CH2:9][N:8]([C:13]2[C:22]3[CH:21]=[C:20]([CH3:23])[S:19][C:18]=3[NH:17][C:16]3[CH:24]=[CH:25][CH:26]=[CH:27][C:15]=3[N:14]=2)[CH2:7]1)[CH:2]=[CH2:3]. (6) Given the product [CH2:12]([O:14][C:15](=[O:19])[CH:16]=[C:17]([O:11][C:1]1[C:10]2[C:5](=[CH:6][CH:7]=[CH:8][CH:9]=2)[CH:4]=[CH:3][CH:2]=1)[CH3:18])[CH3:13], predict the reactants needed to synthesize it. The reactants are: [C:1]1([OH:11])[C:10]2[C:5](=[CH:6][CH:7]=[CH:8][CH:9]=2)[CH:4]=[CH:3][CH:2]=1.[CH2:12]([O:14][C:15](=[O:19])[C:16]#[C:17][CH3:18])[CH3:13].N12CCCN=C1CCCCC2. (7) Given the product [F:1][C:2]1[CH:3]=[CH:4][C:5]([S:8]([N:11]([CH2:24][CH:23]([CH3:26])[CH3:25])[C:12]2[C:17]([O:18][CH3:19])=[CH:16][C:15]([CH:20]([CH3:22])[CH3:21])=[CH:14][N:13]=2)(=[O:9])=[O:10])=[CH:6][CH:7]=1, predict the reactants needed to synthesize it. The reactants are: [F:1][C:2]1[CH:7]=[CH:6][C:5]([S:8]([NH:11][C:12]2[C:17]([O:18][CH3:19])=[CH:16][C:15]([CH:20]([CH3:22])[CH3:21])=[CH:14][N:13]=2)(=[O:10])=[O:9])=[CH:4][CH:3]=1.[C:23](N=C(N(C)C)N(C)C)([CH3:26])([CH3:25])[CH3:24].BrCC(C)C. (8) The reactants are: [Cl-].[CH3:2][O:3][CH2:4][P+](C1C=CC=CC=1)(C1C=CC=CC=1)C1C=CC=CC=1.C([Li])CCC.[CH2:29]([O:36][C:37]1[C:38]([NH:45][C:46]2[S:47][CH:48]=[C:49]([CH3:51])[N:50]=2)=[N:39][CH:40]=[C:41]([CH:44]=1)[CH:42]=O)[C:30]1[CH:35]=[CH:34][CH:33]=[CH:32][CH:31]=1. Given the product [CH2:29]([O:36][C:37]1[C:38]([NH:45][C:46]2[S:47][CH:48]=[C:49]([CH3:51])[N:50]=2)=[N:39][CH:40]=[C:41]([CH:42]=[CH:2][O:3][CH3:4])[CH:44]=1)[C:30]1[CH:35]=[CH:34][CH:33]=[CH:32][CH:31]=1, predict the reactants needed to synthesize it.